Dataset: Peptide-MHC class I binding affinity with 185,985 pairs from IEDB/IMGT. Task: Regression. Given a peptide amino acid sequence and an MHC pseudo amino acid sequence, predict their binding affinity value. This is MHC class I binding data. (1) The peptide sequence is ENAVWDQYK. The MHC is HLA-A33:01 with pseudo-sequence HLA-A33:01. The binding affinity (normalized) is 0.365. (2) The peptide sequence is SRALVVTHTY. The MHC is Mamu-B17 with pseudo-sequence Mamu-B17. The binding affinity (normalized) is 0.00385. (3) The peptide sequence is IQPTSGCIV. The MHC is Mamu-A01 with pseudo-sequence Mamu-A01. The binding affinity (normalized) is 0.198. (4) The peptide sequence is HFINEQGESII. The MHC is HLA-A29:02 with pseudo-sequence HLA-A29:02. The binding affinity (normalized) is 0.